Predict the product of the given reaction. From a dataset of Forward reaction prediction with 1.9M reactions from USPTO patents (1976-2016). (1) Given the reactants [Br:1][C:2]1[CH:7]=[CH:6][C:5]([OH:8])=[CH:4][CH:3]=1.C(=O)([O-])[O-].[K+].[K+].Cl[CH2:16][C:17]1([CH3:20])[CH2:19][O:18]1, predict the reaction product. The product is: [Br:1][C:2]1[CH:7]=[CH:6][C:5]([O:8][CH2:16][C:17]2([CH3:20])[CH2:19][O:18]2)=[CH:4][CH:3]=1. (2) The product is: [CH:1]1([N:4]2[CH2:9][CH2:8][CH:7]([C:10](=[S:22])[NH2:12])[CH2:6][CH2:5]2)[CH2:3][CH2:2]1. Given the reactants [CH:1]1([N:4]2[CH2:9][CH2:8][CH:7]([C:10]([NH2:12])=O)[CH2:6][CH2:5]2)[CH2:3][CH2:2]1.COC1C=CC(P2(SP(C3C=CC(OC)=CC=3)(=S)S2)=[S:22])=CC=1, predict the reaction product. (3) Given the reactants [OH:1][C@@H:2]1[C:10]2[C:5](=[C:6]([N:11]3[CH:16]=[CH:15][CH:14]=[CH:13][C:12]3=[O:17])[CH:7]=[CH:8][CH:9]=2)[CH2:4][CH2:3]1.[CH3:18][O:19][C:20](=[O:32])[CH2:21][C@H:22]1[C:26]2[CH:27]=[CH:28][C:29](O)=[CH:30][C:25]=2[O:24][CH2:23]1, predict the reaction product. The product is: [CH3:18][O:19][C:20](=[O:32])[CH2:21][C@H:22]1[C:26]2[CH:27]=[CH:28][C:29]([O:1][C@H:2]3[C:10]4[C:5](=[C:6]([N:11]5[CH:16]=[CH:15][CH:14]=[CH:13][C:12]5=[O:17])[CH:7]=[CH:8][CH:9]=4)[CH2:4][CH2:3]3)=[CH:30][C:25]=2[O:24][CH2:23]1. (4) Given the reactants [Cl:1][C:2]1[CH:7]=[CH:6][C:5]([C@@:8]([C@@H:11]2[C@@H:18]3[C@@H:14]([O:15][C:16]([CH3:20])([CH3:19])[O:17]3)[C@H:13]([N:21]3[C:25]4[N:26]=[CH:27][N:28]=[C:29](Cl)[C:24]=4[CH:23]=[CH:22]3)[O:12]2)([OH:10])[CH3:9])=[CH:4][C:3]=1[F:31].[OH-].[NH4+:33], predict the reaction product. The product is: [NH2:33][C:29]1[C:24]2[CH:23]=[CH:22][N:21]([C@H:13]3[C@@H:14]4[O:15][C:16]([CH3:20])([CH3:19])[O:17][C@@H:18]4[C@@H:11]([C@:8]([C:5]4[CH:6]=[CH:7][C:2]([Cl:1])=[C:3]([F:31])[CH:4]=4)([OH:10])[CH3:9])[O:12]3)[C:25]=2[N:26]=[CH:27][N:28]=1. (5) The product is: [ClH:33].[C:31]([C:21]1[CH:20]=[C:19]([CH2:18][O:17][C:13]2[CH:12]=[C:11]3[C:16](=[CH:15][CH:14]=2)[NH:8][CH2:9][CH2:10]3)[CH:24]=[CH:23][C:22]=1[CH:25]1[CH2:30][CH2:29][CH2:28][CH2:27][CH2:26]1)#[N:32]. Given the reactants C(OC([N:8]1[C:16]2[C:11](=[CH:12][C:13]([O:17][CH2:18][C:19]3[CH:24]=[CH:23][C:22]([CH:25]4[CH2:30][CH2:29][CH2:28][CH2:27][CH2:26]4)=[C:21]([C:31]#[N:32])[CH:20]=3)=[CH:14][CH:15]=2)[CH2:10][CH2:9]1)=O)(C)(C)C.[ClH:33].O1CCOCC1, predict the reaction product. (6) Given the reactants [CH3:1][O:2][C:3]([C:5]1[CH:10]=[C:9]([CH3:11])[NH:8][C:7](=[O:12])[CH:6]=1)=[O:4].[CH3:13]OC(OC)N(C)C, predict the reaction product. The product is: [CH3:1][O:2][C:3]([C:5]1[CH:10]=[C:9]([CH3:11])[N:8]([CH3:13])[C:7](=[O:12])[CH:6]=1)=[O:4].